Dataset: Full USPTO retrosynthesis dataset with 1.9M reactions from patents (1976-2016). Task: Predict the reactants needed to synthesize the given product. (1) Given the product [OH:16][C:11]1([C:17]#[C:18][C:19]2[CH:20]=[CH:21][C:22]3[O:31][CH2:30][CH2:29][N:28]4[CH:27]=[C:26]([C:32]([NH2:33])=[O:34])[N:25]=[C:24]4[C:23]=3[CH:35]=2)[CH2:10][C@H:9]2[NH:8][C@H:13]([CH2:14][CH2:15]2)[CH2:12]1.[ClH:36], predict the reactants needed to synthesize it. The reactants are: C(OC([N:8]1[CH:13]2[CH2:14][CH2:15][CH:9]1[CH2:10][C:11]([C:17]#[C:18][C:19]1[CH:20]=[CH:21][C:22]3[O:31][CH2:30][CH2:29][N:28]4[C:24](=[N:25][C:26]([C:32](=[O:34])[NH2:33])=[CH:27]4)[C:23]=3[CH:35]=1)([OH:16])[CH2:12]2)=O)(C)(C)C.[ClH:36].CCOC(C)=O. (2) Given the product [F:17][C:15]1[CH:16]=[C:11]([CH2:10][C@@H:9]([C:19]2[C:24]([C:25]3[CH:26]=[C:27]([CH:31]=[CH:32][CH:33]=3)[C:28]([NH2:30])=[O:29])=[CH:23][CH:22]=[CH:21][N:20]=2)[NH:8][C:42](=[O:43])[CH2:41][N:39]2[C:38]3[CH2:45][O:46][CH2:47][CH2:48][C:37]=3[C:36]([C:35]([F:50])([F:34])[F:49])=[N:40]2)[CH:12]=[C:13]([F:18])[CH:14]=1, predict the reactants needed to synthesize it. The reactants are: FC(F)(F)C(O)=O.[NH2:8][C@H:9]([C:19]1[C:24]([C:25]2[CH:26]=[C:27]([CH:31]=[CH:32][CH:33]=2)[C:28]([NH2:30])=[O:29])=[CH:23][CH:22]=[CH:21][N:20]=1)[CH2:10][C:11]1[CH:16]=[C:15]([F:17])[CH:14]=[C:13]([F:18])[CH:12]=1.[F:34][C:35]([F:50])([F:49])[C:36]1[C:37]2[CH2:48][CH2:47][O:46][CH2:45][C:38]=2[N:39]([CH2:41][C:42](O)=[O:43])[N:40]=1. (3) Given the product [CH:24]1[C:19]2[CH2:18][CH2:17][CH2:16][CH:15]=[CH:14][C:20]=2[CH:21]=[CH:22][C:23]=1[N:25]1[CH2:29][CH:28]([CH2:30][NH:31][C:32](=[O:34])[CH3:33])[O:27][C:26]1=[O:35], predict the reactants needed to synthesize it. The reactants are: O.C1(C)C=CC(S(O)(=O)=O)=CC=1.O[CH:14]1[C:20]2[CH:21]=[CH:22][C:23]([N:25]3[CH2:29][CH:28]([CH2:30][NH:31][C:32](=[O:34])[CH3:33])[O:27][C:26]3=[O:35])=[CH:24][C:19]=2[CH2:18][CH2:17][CH2:16][CH2:15]1. (4) Given the product [CH2:1]([N:8]([CH3:24])[C:9]1[N:10]=[C:11]([O:23][CH2:32][C:33]([O:35][CH2:36][CH3:37])=[O:34])[C:12]([C:21]#[N:22])=[C:13]2[CH2:18][C:17]([CH3:20])([CH3:19])[O:16][CH2:15][C:14]=12)[C:2]1[CH:3]=[CH:4][CH:5]=[CH:6][CH:7]=1, predict the reactants needed to synthesize it. The reactants are: [CH2:1]([N:8]([CH3:24])[C:9]1[C:14]2[CH2:15][O:16][C:17]([CH3:20])([CH3:19])[CH2:18][C:13]=2[C:12]([C:21]#[N:22])=[C:11]([OH:23])[N:10]=1)[C:2]1[CH:7]=[CH:6][CH:5]=[CH:4][CH:3]=1.C(=O)([O-])[O-].[K+].[K+].Br[CH2:32][C:33]([O:35][CH2:36][CH3:37])=[O:34].